Dataset: Reaction yield outcomes from USPTO patents with 853,638 reactions. Task: Predict the reaction yield, written as a fraction of the theoretical maximum amount of product (1.0 means a 100% yield; for example, 0.34 means a 34% yield). (1) The product is [N:17]1[CH:18]=[CH:19][CH:20]=[CH:21][C:16]=1[C:11]1[C:12]2[NH:13][C:14]3[C:5](=[CH:4][CH:3]=[CH:2][CH:1]=3)[O:6][C:7]=2[CH:8]=[CH:9][CH:10]=1. The reactants are [CH:1]1[C:14]2[NH:13][C:12]3[C:7](=[CH:8][CH:9]=[CH:10][CH:11]=3)[O:6][C:5]=2[CH:4]=[CH:3][CH:2]=1.I[C:16]1[CH:21]=[CH:20][CH:19]=[CH:18][N:17]=1.C(=O)([O-])[O-].[K+].[K+].C1OCCOCCOCCOCCOCCOC1. The yield is 0.910. The catalyst is ClC1C=CC=CC=1Cl.[Cu]. (2) The reactants are [CH3:1][C:2]1([CH3:31])[O:6][C@H:5]2[C@H:7]([NH:12][C:13]3[N:18]4[N:19]=[C:20](B5OC(C)(C)C(C)(C)O5)[CH:21]=[C:17]4[N:16]=[CH:15][CH:14]=3)[CH2:8][C@H:9]([CH2:10][OH:11])[C@H:4]2[O:3]1.[Cl:32][C:33]1[C:42]2[C:37](=[CH:38][CH:39]=[CH:40][CH:41]=2)[C:36](I)=[CH:35][CH:34]=1.ClCCl.C(=O)([O-])[O-].[Cs+].[Cs+].O. The catalyst is C(OCC)(=O)C.C1C=CC(P(C2C=CC=CC=2)[C-]2C=CC=C2)=CC=1.C1C=CC(P(C2C=CC=CC=2)[C-]2C=CC=C2)=CC=1.Cl[Pd]Cl.[Fe+2]. The product is [Cl:32][C:33]1[C:42]2[C:37](=[CH:38][CH:39]=[CH:40][CH:41]=2)[C:36]([C:20]2[CH:21]=[C:17]3[N:16]=[CH:15][CH:14]=[C:13]([NH:12][C@H:7]4[C@@H:5]5[O:6][C:2]([CH3:1])([CH3:31])[O:3][C@@H:4]5[C@@H:9]([CH2:10][OH:11])[CH2:8]4)[N:18]3[N:19]=2)=[CH:35][CH:34]=1. The yield is 1.67.